This data is from Full USPTO retrosynthesis dataset with 1.9M reactions from patents (1976-2016). The task is: Predict the reactants needed to synthesize the given product. (1) Given the product [CH2:1]1[C:4]2([CH2:7][N:6]([C:8]3[CH:9]=[C:10]([NH:14][C:15]4[C:16]5[N:24]=[CH:23][S:22][C:17]=5[N:18]=[C:19]([C:33]5[CH:34]=[C:35]([CH:40]=[CH:41][CH:42]=5)[C:36]([O:38][CH3:39])=[O:37])[N:20]=4)[CH:11]=[CH:12][CH:13]=3)[CH2:5]2)[CH2:3][O:2]1, predict the reactants needed to synthesize it. The reactants are: [CH2:1]1[C:4]2([CH2:7][N:6]([C:8]3[CH:9]=[C:10]([NH:14][C:15]4[C:16]5[N:24]=[CH:23][S:22][C:17]=5[N:18]=[C:19](Cl)[N:20]=4)[CH:11]=[CH:12][CH:13]=3)[CH2:5]2)[CH2:3][O:2]1.CC1(C)C(C)(C)OB([C:33]2[CH:34]=[C:35]([CH:40]=[CH:41][CH:42]=2)[C:36]([O:38][CH3:39])=[O:37])O1.C([O-])([O-])=O.[Na+].[Na+]. (2) Given the product [Cl:1][C:2]1[CH:3]=[C:4]([CH2:10][CH2:11][C:12]2([CH:20]3[CH2:24][CH2:23][CH2:22][CH2:21]3)[O:17][C:16](=[O:18])[C:15]([CH2:34][C:33]3[CH:32]=[CH:31][C:30]([N:25]4[CH:29]=[CH:28][CH:27]=[N:26]4)=[CH:37][CH:36]=3)=[C:14]([OH:19])[CH2:13]2)[CH:5]=[CH:6][C:7]=1[O:8][CH3:9], predict the reactants needed to synthesize it. The reactants are: [Cl:1][C:2]1[CH:3]=[C:4]([CH2:10][CH2:11][C:12]2([CH:20]3[CH2:24][CH2:23][CH2:22][CH2:21]3)[O:17][C:16](=[O:18])[CH2:15][C:14](=[O:19])[CH2:13]2)[CH:5]=[CH:6][C:7]=1[O:8][CH3:9].[N:25]1([C:30]2[CH:37]=[CH:36][C:33]([CH:34]=O)=[CH:32][CH:31]=2)[CH:29]=[CH:28][CH:27]=[N:26]1. (3) The reactants are: Cl.[CH2:2]([O:6][NH2:7])[CH:3]([CH3:5])[CH3:4].[CH3:8][O:9][C:10]1[CH:15]=[CH:14][C:13]([S:16](Cl)(=[O:18])=[O:17])=[CH:12][CH:11]=1.C(N(C(C)C)CC)(C)C. Given the product [CH2:2]([O:6][NH:7][S:16]([C:13]1[CH:12]=[CH:11][C:10]([O:9][CH3:8])=[CH:15][CH:14]=1)(=[O:18])=[O:17])[CH:3]([CH3:5])[CH3:4], predict the reactants needed to synthesize it. (4) Given the product [CH2:16]([CH:12]1[NH:11][C:10](=[O:24])/[C:9](=[CH:8]/[C:5]2[CH:4]=[CH:3][C:2]([OH:1])=[CH:7][N:6]=2)/[NH:14][C:13]1=[O:15])[C:17]1[CH:18]=[CH:23][CH:22]=[CH:21][CH:20]=1, predict the reactants needed to synthesize it. The reactants are: [OH:1][C:2]1[CH:3]=[CH:4][C:5]([CH:8]=[C:9]2[NH:14][C:13](=[O:15])[C:12](=[CH:16][CH2:17][C:18]3[CH:23]=[CH:22][CH:21]=[CH:20]C=3)[NH:11][C:10]2=[O:24])=[N:6][CH:7]=1.[NH4+].[Cl-].